This data is from Forward reaction prediction with 1.9M reactions from USPTO patents (1976-2016). The task is: Predict the product of the given reaction. (1) Given the reactants [F:1][C:2]1[CH:7]=[CH:6][CH:5]=[CH:4][C:3]=1[N:8]1[C:12]([CH:13]2[CH2:17][CH2:16][CH2:15][O:14]2)=[C:11]([C:18]([OH:20])=O)[N:10]=[N:9]1.[F:21][C:22]1[CH:31]=[CH:30][C:29]([F:32])=[CH:28][C:23]=1[C:24](=[N:26]O)[NH2:25], predict the reaction product. The product is: [F:21][C:22]1[CH:31]=[CH:30][C:29]([F:32])=[CH:28][C:23]=1[C:24]1[N:26]=[C:18]([C:11]2[N:10]=[N:9][N:8]([C:3]3[CH:4]=[CH:5][CH:6]=[CH:7][C:2]=3[F:1])[C:12]=2[CH:13]2[CH2:17][CH2:16][CH2:15][O:14]2)[O:20][N:25]=1. (2) The product is: [CH:29]([C:2]1[C:3]2[C:7]([CH:8]=[CH:9][CH:10]=1)=[N:6][N:5]1[C:11]([CH:16]3[CH2:21][CH2:20][N:19]([C:22]([O:24][C:25]([CH3:28])([CH3:27])[CH3:26])=[O:23])[CH2:18][CH2:17]3)=[CH:12][C:13](=[O:15])[NH:14][C:4]=21)([CH3:34])[CH3:30]. Given the reactants Cl[C:2]1[C:3]2[C:7]([CH:8]=[CH:9][CH:10]=1)=[N:6][N:5]1[C:11]([CH:16]3[CH2:21][CH2:20][N:19]([C:22]([O:24][C:25]([CH3:28])([CH3:27])[CH3:26])=[O:23])[CH2:18][CH2:17]3)=[CH:12][C:13](=[O:15])[NH:14][C:4]=21.[CH:29]1(P(C2CCCCC2)C2C=CC=CC=2C2C(N(C)C)=CC=CC=2N(C)C)[CH2:34]CCC[CH2:30]1.[Cl-].[Li+].[Br-].C([Zn+])(C)C, predict the reaction product. (3) Given the reactants [Cl:1][C:2]1[CH:3]=[C:4]([C:8]2[C:17]3[C:12](=[CH:13][CH:14]=[C:15]([C:18](=[O:26])[C:19]4[CH:24]=[CH:23][C:22]([F:25])=[CH:21][CH:20]=4)[CH:16]=3)[NH:11][C:10](=O)[N:9]=2)[CH:5]=[CH:6][CH:7]=1.P(Cl)(Cl)([Cl:30])=O, predict the reaction product. The product is: [Cl:30][C:10]1[N:9]=[C:8]([C:4]2[CH:5]=[CH:6][CH:7]=[C:2]([Cl:1])[CH:3]=2)[C:17]2[C:12](=[CH:13][CH:14]=[C:15]([C:18]([C:19]3[CH:24]=[CH:23][C:22]([F:25])=[CH:21][CH:20]=3)=[O:26])[CH:16]=2)[N:11]=1. (4) Given the reactants [C:1]([OH:4])(=[O:3])[CH3:2].C1C[O:8][CH2:7][CH2:6]1, predict the reaction product. The product is: [C:1]([O:4][C:7](=[O:8])[CH3:6])(=[O:3])[CH3:2].[C:1]([O-:4])(=[O:3])[CH3:2]. (5) The product is: [OH:32][C@@H:30]([C:22]1[N:21]([C:10]2[N:9]=[C:8]3[C:13]([N:14]=[C:6]([CH2:5][CH:3]4[CH2:4][N:1]([C:43](=[O:47])[CH:44]([CH3:46])[CH3:45])[CH2:2]4)[N:7]3[CH3:33])=[C:12]([N:15]3[CH2:20][CH2:19][O:18][CH2:17][CH2:16]3)[N:11]=2)[C:25]2[CH:26]=[CH:27][CH:28]=[CH:29][C:24]=2[N:23]=1)[CH3:31]. Given the reactants [NH:1]1[CH2:4][CH:3]([CH2:5][C:6]2[N:7]([CH3:33])[C:8]3[C:13]([N:14]=2)=[C:12]([N:15]2[CH2:20][CH2:19][O:18][CH2:17][CH2:16]2)[N:11]=[C:10]([N:21]2[C:25]4[CH:26]=[CH:27][CH:28]=[CH:29][C:24]=4[N:23]=[C:22]2[C@H:30]([OH:32])[CH3:31])[N:9]=3)[CH2:2]1.CCN(C(C)C)C(C)C.[C:43](Cl)(=[O:47])[CH:44]([CH3:46])[CH3:45], predict the reaction product. (6) Given the reactants [CH3:1][S@:2](=[O:24])([C:18]1[CH:23]=[CH:22][CH:21]=[CH:20][CH:19]=1)=[N:3][C:4](=[O:17])[C:5]1[CH:10]=[C:9]([C:11]#[C:12][Si](C)(C)C)[CH:8]=[N:7][CH:6]=1.[NH2:25][C:26]1[CH:31]=[CH:30][C:29](I)=[CH:28][N:27]=1, predict the reaction product. The product is: [NH2:25][C:26]1[N:27]=[CH:28][C:29]([C:12]#[C:11][C:9]2[CH:8]=[N:7][CH:6]=[C:5]([CH:10]=2)[C:4]([N:3]=[S@@:2]([CH3:1])(=[O:24])[C:18]2[CH:23]=[CH:22][CH:21]=[CH:20][CH:19]=2)=[O:17])=[CH:30][CH:31]=1. (7) Given the reactants [CH3:1][C:2]([CH3:4])=[O:3].[F:5][C:6]1[C:13]([F:14])=[CH:12][CH:11]=[CH:10][C:7]=1[CH:8]=O.[OH-].[Na+], predict the reaction product. The product is: [F:5][C:6]1[C:13]([F:14])=[CH:12][CH:11]=[CH:10][C:7]=1[CH:8]=[CH:1][C:2](=[O:3])[CH:4]=[CH:8][C:7]1[CH:10]=[CH:11][CH:12]=[C:13]([F:14])[C:6]=1[F:5].